From a dataset of Acute oral toxicity (LD50) regression data from Zhu et al.. Regression/Classification. Given a drug SMILES string, predict its toxicity properties. Task type varies by dataset: regression for continuous values (e.g., LD50, hERG inhibition percentage) or binary classification for toxic/non-toxic outcomes (e.g., AMES mutagenicity, cardiotoxicity, hepatotoxicity). Dataset: ld50_zhu. (1) The compound is NCCO. The rat oral LD50 is 1.47, given as -log10 of the dose in mol/kg body weight (higher means more acutely toxic). (2) The rat oral LD50 is 2.17, given as -log10 of the dose in mol/kg body weight (higher means more acutely toxic). The molecule is CCOCCOCCOC(C)Oc1ccc2c(c1)OCO2. (3) The molecule is CNC(=O)Oc1ccc(C)c2c1OC(C)(C)O2. The rat oral LD50 is 4.42, given as -log10 of the dose in mol/kg body weight (higher means more acutely toxic). (4) The molecule is CC(C)c1s[nH]c2nc(C(C)(C)C)nc(=O)c1-2. The rat oral LD50 is 1.39, given as -log10 of the dose in mol/kg body weight (higher means more acutely toxic).